Dataset: Full USPTO retrosynthesis dataset with 1.9M reactions from patents (1976-2016). Task: Predict the reactants needed to synthesize the given product. (1) Given the product [Cl:49][C:46]1[CH:47]=[CH:48][C:43]([CH2:42][N:2]([CH3:1])[C:3]2[S:4][C:5]3[CH2:26][CH2:25][CH2:24][CH2:23][C:6]=3[C:7]=2[C:8]([NH:10][C@H:11]([C:13]2[CH:22]=[CH:21][C:16]([C:17]([O:19][CH3:20])=[O:18])=[CH:15][CH:14]=2)[CH3:12])=[O:9])=[CH:44][CH:45]=1, predict the reactants needed to synthesize it. The reactants are: [CH3:1][NH:2][C:3]1[S:4][C:5]2[CH2:26][CH2:25][CH2:24][CH2:23][C:6]=2[C:7]=1[C:8]([NH:10][C@H:11]([C:13]1[CH:22]=[CH:21][C:16]([C:17]([O:19][CH3:20])=[O:18])=[CH:15][CH:14]=1)[CH3:12])=[O:9].CN1CCN(C)C1=O.C(=O)([O-])[O-].[K+].[K+].Br[CH2:42][C:43]1[CH:48]=[CH:47][C:46]([Cl:49])=[CH:45][CH:44]=1. (2) Given the product [CH3:23][C:24]1[CH:28]=[C:27]([NH:29][C:17](=[O:21])[C:18]([C:3]2[C:4]3[C:9](=[CH:8][CH:7]=[CH:6][CH:5]=3)[N:1]([CH2:10][C:11]3[O:15][N:14]=[C:13]([CH3:16])[CH:12]=3)[CH:2]=2)=[O:19])[S:26][N:25]=1, predict the reactants needed to synthesize it. The reactants are: [N:1]1([CH2:10][C:11]2[O:15][N:14]=[C:13]([CH3:16])[CH:12]=2)[C:9]2[C:4](=[CH:5][CH:6]=[CH:7][CH:8]=2)[CH:3]=[CH:2]1.[C:17](Cl)(=[O:21])[C:18](Cl)=[O:19].[CH3:23][C:24]1[CH:28]=[C:27]([NH2:29])[S:26][N:25]=1.[OH-].[Na+].